From a dataset of M1 muscarinic receptor antagonist screen with 61,756 compounds. Binary Classification. Given a drug SMILES string, predict its activity (active/inactive) in a high-throughput screening assay against a specified biological target. The compound is Clc1cc(NS(=O)(=O)c2c(OC)ccc(c2)C)ccc1. The result is 0 (inactive).